From a dataset of Reaction yield outcomes from USPTO patents with 853,638 reactions. Predict the reaction yield, written as a fraction of the theoretical maximum amount of product (1.0 means a 100% yield; for example, 0.34 means a 34% yield). (1) The reactants are C1(P(C2C=CC=CC=2)C2C=CC=CC=2)C=CC=CC=1.[C:20]1(=[O:30])[C:28]2[C:23](=[CH:24][CH:25]=[CH:26][CH:27]=2)[C:22](=[O:29])[NH:21]1.[CH3:31][C:32]1([CH3:39])[CH2:37][CH2:36][CH:35](O)[CH:34]=[CH:33]1.N(C(OC(C)C)=O)=NC(OC(C)C)=O. The catalyst is C1COCC1. The product is [CH3:31][C:32]1([CH3:39])[CH2:37][CH2:36][CH:35]([N:21]2[C:22](=[O:29])[C:23]3[C:28](=[CH:27][CH:26]=[CH:25][CH:24]=3)[C:20]2=[O:30])[CH:34]=[CH:33]1. The yield is 0.428. (2) The reactants are COC1C=CC([CH2:7][N:8](C)[C:9]2[CH:18]=[C:17]3[C:12]([CH:13]=[C:14]([C:22]4[C:23]([F:40])=[CH:24][C:25]([F:39])=[C:26]([NH:28][C:29]([NH:31][C:32]5[CH:37]=[CH:36][CH:35]=[C:34]([F:38])[CH:33]=5)=[O:30])[CH:27]=4)[C:15](=[O:21])[N:16]3[CH2:19][CH3:20])=[CH:11][N:10]=2)=CC=1.C([O-])(O)=O.[Na+]. The catalyst is C(O)(C(F)(F)F)=O. The product is [CH2:19]([N:16]1[C:17]2[C:12](=[CH:11][N:10]=[C:9]([NH:8][CH3:7])[CH:18]=2)[CH:13]=[C:14]([C:22]2[C:23]([F:40])=[CH:24][C:25]([F:39])=[C:26]([NH:28][C:29]([NH:31][C:32]3[CH:37]=[CH:36][CH:35]=[C:34]([F:38])[CH:33]=3)=[O:30])[CH:27]=2)[C:15]1=[O:21])[CH3:20]. The yield is 0.500. (3) The reactants are Cl[C:2]1[CH:7]=[C:6]([O:8][CH2:9][CH2:10][CH2:11][CH:12]2[CH2:17][CH2:16][N:15]([CH3:18])[CH2:14][CH2:13]2)[N:5]=[CH:4][C:3]=1[C:19]1[NH:23]C2C=CC(F)=C(C)C=2N=1.[CH3:30][O-:31].[Na+]. The catalyst is CO. The product is [CH3:30][O:31][C:2]1[C:3]([C:19]#[N:23])=[CH:4][N:5]=[C:6]([O:8][CH2:9][CH2:10][CH2:11][CH:12]2[CH2:17][CH2:16][N:15]([CH3:18])[CH2:14][CH2:13]2)[CH:7]=1. The yield is 1.00. (4) The reactants are Cl[C:2]1[C:7]([C:8]#[N:9])=[C:6]([C:10]2[CH:15]=[CH:14][C:13]([O:16][CH2:17][CH2:18][OH:19])=[CH:12][CH:11]=2)[C:5]([C:20]#[N:21])=[C:4]([S:22][CH2:23][C:24]2[N:25]=[C:26]([C:29]3[CH:34]=[CH:33][C:32]([Cl:35])=[CH:31][CH:30]=3)[S:27][CH:28]=2)[N:3]=1.Cl.[F:37][CH2:38][CH2:39][NH2:40].C(N(CC)C(C)C)(C)C. The catalyst is O1CCCC1. The product is [Cl:35][C:32]1[CH:33]=[CH:34][C:29]([C:26]2[S:27][CH:28]=[C:24]([CH2:23][S:22][C:4]3[C:5]([C:20]#[N:21])=[C:6]([C:10]4[CH:11]=[CH:12][C:13]([O:16][CH2:17][CH2:18][OH:19])=[CH:14][CH:15]=4)[C:7]([C:8]#[N:9])=[C:2]([NH:40][CH2:39][CH2:38][F:37])[N:3]=3)[N:25]=2)=[CH:30][CH:31]=1. The yield is 0.530. (5) The reactants are O=C1O[C@H]([C@H](CO)O)C([O-])=C1O.[Na+].[C:14]1([C:20]#[CH:21])[CH:19]=[CH:18][CH:17]=[CH:16][CH:15]=1.[CH:22]1([CH:28]=[C:29]2[C:34](=[O:35])[O:33][C:32]([CH3:37])([CH3:36])[O:31][C:30]2=[O:38])[CH2:27][CH2:26][CH2:25][CH2:24][CH2:23]1. The catalyst is O.ClCCl.O.C([O-])(=O)C.[Cu+2].C([O-])(=O)C. The product is [CH:22]1([C@H:28]([CH:29]2[C:34](=[O:35])[O:33][C:32]([CH3:36])([CH3:37])[O:31][C:30]2=[O:38])[C:21]#[C:20][C:14]2[CH:19]=[CH:18][CH:17]=[CH:16][CH:15]=2)[CH2:23][CH2:24][CH2:25][CH2:26][CH2:27]1. The yield is 0.810. (6) The reactants are [CH3:1][N:2]1[C:10]([CH2:11][N:12]2[CH2:15][CH:14]([CH:16]3[CH2:21][CH2:20][O:19][CH2:18][CH2:17]3)[CH2:13]2)=[N:9][C:8]2[C:3]1=[N:4][C:5]([NH:28][C:29]1[C:30]([NH2:35])=[CH:31][CH:32]=[CH:33][CH:34]=1)=[N:6][C:7]=2[N:22]1[CH2:27][CH2:26][O:25][CH2:24][CH2:23]1.[F:36][C:37]([F:42])([CH3:41])[C:38](O)=O.CCN(C(C)C)C(C)C.CN(C(ON1N=NC2C=CC=NC1=2)=[N+](C)C)C.F[P-](F)(F)(F)(F)F. The catalyst is CN(C=O)C. The product is [F:36][C:37]([C:41]1[N:28]([C:5]2[N:4]=[C:3]3[C:8]([N:9]=[C:10]([CH2:11][N:12]4[CH2:13][CH:14]([CH:16]5[CH2:21][CH2:20][O:19][CH2:18][CH2:17]5)[CH2:15]4)[N:2]3[CH3:1])=[C:7]([N:22]3[CH2:27][CH2:26][O:25][CH2:24][CH2:23]3)[N:6]=2)[C:29]2[CH:34]=[CH:33][CH:32]=[CH:31][C:30]=2[N:35]=1)([F:42])[CH3:38]. The yield is 0.240.